Dataset: Full USPTO retrosynthesis dataset with 1.9M reactions from patents (1976-2016). Task: Predict the reactants needed to synthesize the given product. The reactants are: [CH:1]1([N:4]2[C:13]3[C:8](=[CH:9][C:10]([F:15])=[C:11](Cl)[CH:12]=3)[C:7](=[O:16])[C:6]([C:17]([OH:19])=[O:18])=[CH:5]2)[CH2:3][CH2:2]1.[C:20]([NH:23][CH:24]1[CH2:28][CH:27]([CH3:29])[NH:26][CH2:25]1)(=[O:22])[CH3:21]. Given the product [CH:1]1([N:4]2[C:13]3[C:8](=[CH:9][C:10]([F:15])=[C:11]([N:26]4[CH:27]([CH3:29])[CH2:28][CH:24]([NH:23][C:20](=[O:22])[CH3:21])[CH2:25]4)[CH:12]=3)[C:7](=[O:16])[C:6]([C:17]([OH:19])=[O:18])=[CH:5]2)[CH2:3][CH2:2]1, predict the reactants needed to synthesize it.